This data is from Rat liver microsome stability data. The task is: Regression/Classification. Given a drug SMILES string, predict its absorption, distribution, metabolism, or excretion properties. Task type varies by dataset: regression for continuous measurements (e.g., permeability, clearance, half-life) or binary classification for categorical outcomes (e.g., BBB penetration, CYP inhibition). Dataset: rlm. (1) The molecule is CC(=O)N1CCCN(CCC(=O)NC2CCCCCC2)CC1. The result is 0 (unstable in rat liver microsomes). (2) The compound is O=C(Nc1ccc(Cl)c(S(=O)(=O)N2CCOCC2)c1)c1ccc(S(=O)(=O)N2CCCCC2)cc1. The result is 1 (stable in rat liver microsomes). (3) The result is 1 (stable in rat liver microsomes). The drug is O=C(Cc1cccnc1)NCCC(c1ccccc1)c1ccccc1. (4) The molecule is COC[C@@H]1CN(C(=O)c2[nH]nc3ccccc23)C[C@H]1c1nc(C)no1. The result is 0 (unstable in rat liver microsomes). (5) The drug is CC#C[C@@H](Cc1nn[nH]n1)c1ccc(OCc2ccc3scc(C4CCCCC4)c3c2)cc1. The result is 0 (unstable in rat liver microsomes).